Dataset: Full USPTO retrosynthesis dataset with 1.9M reactions from patents (1976-2016). Task: Predict the reactants needed to synthesize the given product. (1) Given the product [CH2:1]([O:3][C:4]([CH:6]1[CH2:8][C:7]1([C@@H:20]1[C@:28]2([CH3:29])[C@H:23]([C@@H:24]([O:30][Si:31]([C:34]([CH3:35])([CH3:37])[CH3:36])([CH3:32])[CH3:33])[CH2:25][CH2:26][CH2:27]2)[CH2:22][CH2:21]1)[CH2:9][CH2:10][CH2:11][C:12]([OH:14])([CH3:19])[CH3:13])=[O:5])[CH3:2], predict the reactants needed to synthesize it. The reactants are: [CH2:1]([O:3][C:4]([CH:6]1[CH2:8][C:7]1([C@@H:20]1[C@:28]2([CH3:29])[C@H:23]([C@@H:24]([O:30][Si:31]([C:34]([CH3:37])([CH3:36])[CH3:35])([CH3:33])[CH3:32])[CH2:25][CH2:26][CH2:27]2)[CH2:22][CH2:21]1)[CH2:9][CH2:10][CH2:11][C:12]([CH3:19])([O:14][Si](C)(C)C)[CH3:13])=[O:5])[CH3:2].[F-].C([N+](CCCC)(CCCC)CCCC)CCC.C(OCC)(=O)C. (2) Given the product [CH3:36][C:37]1([CH3:44])[C:41]([CH3:43])([CH3:42])[O:40][BH:39][O:38]1.[BH:39]1[CH2:4][CH2:3][CH2:2][CH2:7]1, predict the reactants needed to synthesize it. The reactants are: Br[C:2]1[C:3](OC)=[CH:4]C(OC)=C(C2OCCO2)[CH:7]=1.CCN(CC)CC.C1(C2C=CC=CC=2)C=CC=CC=1.[CH3:36][C:37]1([CH3:44])[C:41]([CH3:43])([CH3:42])[O:40][BH:39][O:38]1.[NH4+].[Cl-].